From a dataset of Full USPTO retrosynthesis dataset with 1.9M reactions from patents (1976-2016). Predict the reactants needed to synthesize the given product. (1) Given the product [F:7][C:8]1[CH:9]=[C:10]([N:5]2[CH:6]=[C:2]([C:26]3[CH:27]=[CH:28][C:29]4[CH2:36][C@H:35]5[C@:37]6([CH2:41][N:40]([CH2:42][C:43]([F:46])([F:45])[F:44])[S:39](=[O:47])(=[O:48])[NH:38]6)[C@H:32]([CH2:33][CH2:34]5)[CH2:31][C:30]=4[CH:49]=3)[N:3]=[CH:4]2)[CH:11]=[CH:12][C:13]=1[F:14], predict the reactants needed to synthesize it. The reactants are: Br[C:2]1[N:3]=[CH:4][NH:5][CH:6]=1.[F:7][C:8]1[CH:9]=[C:10](B(O)O)[CH:11]=[CH:12][C:13]=1[F:14].CC1(C)C(C)(C)OB([C:26]2[CH:27]=[CH:28][C:29]3[CH2:36][C@H:35]4[C@:37]5([CH2:41][N:40]([CH2:42][C:43]([F:46])([F:45])[F:44])[S:39](=[O:48])(=[O:47])[NH:38]5)[C@H:32]([CH2:33][CH2:34]4)[CH2:31][C:30]=3[CH:49]=2)O1. (2) Given the product [CH3:23][S:24]([OH:27])(=[O:26])=[O:25].[CH3:13][O:12][C:9]1[CH:10]=[CH:11][C:6]([CH2:5][CH2:4][CH2:3][CH2:2][N:14]2[CH:18]=[CH:17][N:16]=[N:15]2)=[CH:7][CH:8]=1, predict the reactants needed to synthesize it. The reactants are: Cl[CH2:2][CH2:3][CH2:4][CH2:5][C:6]1[CH:11]=[CH:10][C:9]([O:12][CH3:13])=[CH:8][CH:7]=1.[NH:14]1[CH:18]=[CH:17][N:16]=[N:15]1.[I-].[K+].[OH-].[Na+].[CH3:23][S:24]([OH:27])(=[O:26])=[O:25].C(OCC)(=O)C.C(OC(C)C)(C)C.